From a dataset of Forward reaction prediction with 1.9M reactions from USPTO patents (1976-2016). Predict the product of the given reaction. (1) Given the reactants O.[NH2:2]N.[CH3:4][O:5][C:6]1[CH:23]=[CH:22][C:9]([CH2:10][N:11]2[CH:15]=[C:14]([N+:16]([O-:18])=[O:17])[C:13]([N+:19]([O-])=O)=[N:12]2)=[CH:8][CH:7]=1, predict the reaction product. The product is: [CH3:4][O:5][C:6]1[CH:23]=[CH:22][C:9]([CH2:10][N:11]2[CH:15]=[C:14]([N+:16]([O-:18])=[O:17])[C:13]([NH:19][NH2:2])=[N:12]2)=[CH:8][CH:7]=1. (2) Given the reactants [CH2:1]=[CH:2][C:3](=[CH2:5])[CH3:4].[CH2:6]1[CH2:11][CH2:10][CH2:9][CH2:8][CH2:7]1.[CH2:12]=[CH:13][C:14]1[CH:19]=[CH:18][CH:17]=[CH:16][CH:15]=1, predict the reaction product. The product is: [CH2:12]=[CH:13][C:14]1[CH:19]=[CH:18][CH:17]=[CH:16][CH:15]=1.[CH2:1]=[CH:2][C:3](=[CH2:4])[CH3:5].[CH2:1]=[CH:2][C:6]1[CH:11]=[CH:10][CH:9]=[CH:8][CH:7]=1. (3) The product is: [C:34]([O:33][C:31]([N:38]1[CH2:43][CH2:42][CH2:41][CH:40]([NH:44][C:60]([C:59]2[CH:58]=[CH:57][S:56][C:55]=2[NH:54][C:53]2[CH:52]=[CH:51][N:50]=[C:49]3[NH:45][CH:46]=[CH:47][C:48]=23)=[O:61])[CH2:39]1)=[O:32])([CH3:37])([CH3:36])[CH3:35]. Given the reactants C(OC(N1CCC(NC(C2SC=CC=2NC2C=CN=C3NC=CC=23)=O)C1)=O)(C)(C)C.[C:31]([N:38]1[CH2:43][CH2:42][CH2:41][CH:40]([NH2:44])[CH2:39]1)([O:33][C:34]([CH3:37])([CH3:36])[CH3:35])=[O:32].[NH:45]1[C:49]2=[N:50][CH:51]=[CH:52][C:53]([NH:54][C:55]3[S:56][CH:57]=[CH:58][C:59]=3[C:60](O)=[O:61])=[C:48]2[CH:47]=[CH:46]1, predict the reaction product. (4) Given the reactants [C:1]([C:3]1[C:4]([S:9][C:10]2[CH:11]=[C:12]([CH:16]=[CH:17][CH:18]=2)[C:13](O)=[O:14])=[N:5][CH:6]=[CH:7][CH:8]=1)#[N:2].[BH4-].[Na+].O, predict the reaction product. The product is: [OH:14][CH2:13][C:12]1[CH:11]=[C:10]([S:9][C:4]2[N:5]=[CH:6][CH:7]=[CH:8][C:3]=2[C:1]#[N:2])[CH:18]=[CH:17][CH:16]=1.